This data is from Experimentally validated miRNA-target interactions with 360,000+ pairs, plus equal number of negative samples. The task is: Binary Classification. Given a miRNA mature sequence and a target amino acid sequence, predict their likelihood of interaction. (1) The miRNA is mmu-miR-134-5p with sequence UGUGACUGGUUGACCAGAGGGG. The protein sequence of the target gene is MAAGQREARPQVSLTFEDVAVLFTWDEWRKLAPSQRNLYRDVMLENYRNLVSLGLSFTKPKVISLLQQGEDPWEVEKDSSGVSSLGCKSTPKMTKSTQTQDSFQEQIRKRLKRDEPWNFISERSCIYEEKLKKQQDKNENLQIISVAHTKILTVDRSHKNVEFGQNFYLKSVFIKQQRFAKEKTPSKCEIQRNSFKQNSNLLNQSKIKTAEKRYKCSTCEKAFIHNSSLRKHQKNHTGEKLFKCKECLKAFSQSSALIQHQRTHTGEKPYICKECGKAFSHSASLCKHLRTHTVEKCYRC.... Result: 0 (no interaction). (2) The miRNA is hsa-miR-6785-5p with sequence UGGGAGGGCGUGGAUGAUGGUG. The protein sequence of the target gene is MAQQQMTSSQKALMLELKSLQEEPVEGFRITLVDESDLYNWEVAIFGPPNTLYEGGYFKAHIKFPIDYPYSPPTFRFLTKMWHPNIYENGDVCISILHPPVDDPQSGELPSERWNPTQNVRTILLSVISLLNEPNTFSPANVDASVMFRKWRDSKGKDKEYAEIIRKQVSATKAEAEKDGVKVPTTLAEYCIKTKVPSNDNSSDLLYDDLYDDDIDDEDEEEEDADCYDDDDSGNEES. Result: 0 (no interaction). (3) The miRNA is mmu-miR-129-2-3p with sequence AAGCCCUUACCCCAAAAAGCAU. The protein sequence of the target gene is MGPRGRQSPSATLAPSQGSCFFILFCLRLGASCPQACQCPDHAGAVAVHCSSRGLQEIPRDIPADTVLLKLDANRISRVPNGAFQHLPQLRELDLSHNAIEAIGPAAFSGLAGGLRLLDLSHNRIRRIPKDALGKLSAKIRLSHNPLHCECALQEALWELKLDPDSVDEIACHTSAQEQFVGKPLIQVLDSGASFCSTHRKTTDVAMLVTMFGWFTMVIAYVVYYVRHNQEDARRHLEYLKSLPSAPVSKEPLSPVP. Result: 1 (interaction). (4) The miRNA is hsa-miR-339-3p with sequence UGAGCGCCUCGACGACAGAGCCG. The protein sequence of the target gene is MTMRHCWTAGPSSWWVLLLYVHVILARATSAPQTTATVLTGSSKDPCSSWSPAVPTKQYPALDVIWPEKEVPLNGTLTLSCTACSRFPYFSILYWLGNGSFIEHLPGRLKEGHTSREHRNTSTWLHRALVLEELSPTLRSTNFSCLFVDPGQVAQYHIILAQLWDGLKTAPSPSQETLSSHSPVSRSAGPGVA. Result: 0 (no interaction). (5) The miRNA is cel-miR-55-3p with sequence UACCCGUAUAAGUUUCUGCUGAG. The protein sequence of the target gene is MSGESGQPEAGPSHAGLDWPNPERNRAGVPGGVIRRAGSQGPRSWIQKVLEQIMDSPRQCVTPSEVVPVTVLAVQRYLLEDEPRDTVPKPPLYCYDVTISDGVYQEKCYLDPSLNSLVYQNILKVGIQMRISRVSCLYNEKRIGQGILCIDNVHCGETSDSISLETPFRNRAHQEKPERPLRGGKSHYLALWNNEDPYGDIWLTDKQPEEHNFSDTKIISLSHLEMTWTNRRNFPALLVRILHKSKLRYYGKPDKKMIEPYQTFLEVADSSGTVSVIMWNALCPEWYKSLRVGLVLLLQD.... Result: 0 (no interaction). (6) The miRNA is ssc-miR-34c with sequence AGGCAGUGUAGUUAGCUGAUUGC. The protein sequence of the target gene is MQRAGAGARRASDCGPAPYRPRCIAKLAQYVGSFPVDDLDTQESVGLVQQQLWALQDCSRRRAVILKFSLQGLKIYSGEGEVLLMAHALKRILYATWYPAACQFAFIARNPRSPSSKLFCHLFVGSQPGEVHILYLLLCRSFQLAYLLQHPEERAQSEPCLAPVGDLSLKPLCSPGVPPALVREPFSRDQLSQNVHALVSFRRLPAEGLLGSNGKELPESEGRGGTRHIRLGNPYCSPTLVRKKAIRSKVIRSGAYRGCTYETQLQLSAREAFPAAWEAWPRGPGGPSCLVENEGSLTEN.... Result: 0 (no interaction).